This data is from Catalyst prediction with 721,799 reactions and 888 catalyst types from USPTO. The task is: Predict which catalyst facilitates the given reaction. (1) Reactant: [C:1]([O:5][C:6]([N:8]([CH3:18])[C:9]1[CH:17]=[CH:16][C:12]([C:13]([OH:15])=O)=[CH:11][CH:10]=1)=[O:7])([CH3:4])([CH3:3])[CH3:2].F[P-](F)(F)(F)(F)F.N1(OC(N(C)C)=[N+](C)C)C2C=CC=CC=2N=N1.[N:43]1[C:52]2[C:47](=[CH:48][CH:49]=[CH:50][CH:51]=2)[CH:46]=[C:45]([NH2:53])[CH:44]=1. Product: [C:1]([O:5][C:6](=[O:7])[N:8]([CH3:18])[C:9]1[CH:10]=[CH:11][C:12]([C:13](=[O:15])[NH:53][C:45]2[CH:44]=[N:43][C:52]3[C:47]([CH:46]=2)=[CH:48][CH:49]=[CH:50][CH:51]=3)=[CH:16][CH:17]=1)([CH3:2])([CH3:3])[CH3:4]. The catalyst class is: 10. (2) Reactant: [Br:1][C:2]1[CH:3]=[C:4]([CH:8]2[NH:12][C:11]3([CH2:17][CH2:16][CH2:15][CH2:14][CH2:13]3)[NH:10][C:9]2=[O:18])[CH:5]=[CH:6][CH:7]=1.BrN1C(=O)CCC1=O.C([O-])(O)=O.[Na+]. Product: [Br:1][C:2]1[CH:3]=[C:4]([C:8]2[C:9](=[O:18])[NH:10][C:11]3([CH2:17][CH2:16][CH2:15][CH2:14][CH2:13]3)[N:12]=2)[CH:5]=[CH:6][CH:7]=1. The catalyst class is: 4. (3) Reactant: [CH3:1][C:2]1([CH3:20])[C:11]2[C:6](=[CH:7][CH:8]=[C:9]([CH:12]([CH2:15][CH2:16][CH2:17][CH2:18][CH3:19])[CH2:13][OH:14])[CH:10]=2)[S:5][CH2:4][CH2:3]1.C1(P(C2C=CC=CC=2)C2C=CC=CC=2)C=CC=CC=1.O[C:41]1[CH:50]=[CH:49][C:44]([C:45]([O:47][CH3:48])=[O:46])=[CH:43][CH:42]=1.N(C(OCC)=O)=NC(OCC)=O. Product: [CH3:1][C:2]1([CH3:20])[C:11]2[C:6](=[CH:7][CH:8]=[C:9]([CH:12]([CH2:15][CH2:16][CH2:17][CH2:18][CH3:19])[CH2:13][O:14][C:41]3[CH:50]=[CH:49][C:44]([C:45]([O:47][CH3:48])=[O:46])=[CH:43][CH:42]=3)[CH:10]=2)[S:5][CH2:4][CH2:3]1. The catalyst class is: 116. (4) Reactant: [OH:1][CH:2]([C:17]1[CH:22]=[CH:21][CH:20]=[CH:19][CH:18]=1)[CH2:3][NH:4][S:5]([C:8]1[CH:13]=[CH:12][C:11]([N+:14]([O-:16])=[O:15])=[CH:10][CH:9]=1)(=[O:7])=[O:6].[H-].[Na+].[Cl:25][C:26]([CH2:28]Cl)=[CH2:27]. Product: [Cl:25][C:26](=[CH2:27])[CH2:28][N:4]([CH2:3][CH:2]([OH:1])[C:17]1[CH:18]=[CH:19][CH:20]=[CH:21][CH:22]=1)[S:5]([C:8]1[CH:9]=[CH:10][C:11]([N+:14]([O-:16])=[O:15])=[CH:12][CH:13]=1)(=[O:7])=[O:6]. The catalyst class is: 3.